Dataset: Full USPTO retrosynthesis dataset with 1.9M reactions from patents (1976-2016). Task: Predict the reactants needed to synthesize the given product. (1) Given the product [CH2:22]([O:24][C:25](=[O:28])[CH2:26][NH:1][C:2]1[CH:19]=[C:18]([C:20]#[N:21])[CH:17]=[CH:16][C:3]=1[CH2:4][NH:5][C:6](=[O:15])[C:7]1[CH:12]=[CH:11][C:10]([F:13])=[C:9]([CH3:14])[CH:8]=1)[CH3:23], predict the reactants needed to synthesize it. The reactants are: [NH2:1][C:2]1[CH:19]=[C:18]([C:20]#[N:21])[CH:17]=[CH:16][C:3]=1[CH2:4][NH:5][C:6](=[O:15])[C:7]1[CH:12]=[CH:11][C:10]([F:13])=[C:9]([CH3:14])[CH:8]=1.[CH2:22]([O:24][C:25](=[O:28])[CH2:26]I)[CH3:23]. (2) Given the product [CH2:1]([O:3][C:4](=[O:45])[CH:5]([C:23]1[N:24]([CH3:47])[C:25]2[C:30]([C:31]=1[S:32][C:33]([CH3:36])([CH3:35])[CH3:34])=[CH:29][C:28]([S:37][CH2:38][C:39]1[CH:44]=[CH:43][CH:42]=[CH:41][N:40]=1)=[CH:27][CH:26]=2)[CH2:6][C:7]1[CH:12]=[CH:11][C:10]([C:13]2[CH:18]=[CH:17][C:16]([C:19]([F:20])([F:21])[F:22])=[CH:15][N:14]=2)=[CH:9][CH:8]=1)[CH3:2], predict the reactants needed to synthesize it. The reactants are: [CH2:1]([O:3][C:4](=[O:45])[CH:5]([C:23]1[NH:24][C:25]2[C:30]([C:31]=1[S:32][C:33]([CH3:36])([CH3:35])[CH3:34])=[CH:29][C:28]([S:37][CH2:38][C:39]1[CH:44]=[CH:43][CH:42]=[CH:41][N:40]=1)=[CH:27][CH:26]=2)[CH2:6][C:7]1[CH:12]=[CH:11][C:10]([C:13]2[CH:18]=[CH:17][C:16]([C:19]([F:22])([F:21])[F:20])=[CH:15][N:14]=2)=[CH:9][CH:8]=1)[CH3:2].I[CH3:47]. (3) Given the product [NH3:4].[CH3:8][OH:9].[C:18]([N:22]1[CH2:27][CH2:26][NH:25][C@@H:24]([C:35]([N:13]2[CH2:14][CH2:15][N:10]([C:8]([NH:7][C:5]3[S:6][C:2]([Cl:1])=[C:3]([CH2:16][CH3:17])[N:4]=3)=[O:9])[CH2:11][CH2:12]2)=[O:36])[CH2:23]1)([CH3:21])([CH3:20])[CH3:19], predict the reactants needed to synthesize it. The reactants are: [Cl:1][C:2]1[S:6][C:5]([NH:7][C:8]([N:10]2[CH2:15][CH2:14][NH:13][CH2:12][CH2:11]2)=[O:9])=[N:4][C:3]=1[CH2:16][CH3:17].[C:18]([N:22]1[CH2:27][CH2:26][N:25](C(OC(C)(C)C)=O)[C@@H:24]([C:35](O)=[O:36])[CH2:23]1)([CH3:21])([CH3:20])[CH3:19].C1C=CC2N(O)N=NC=2C=1.CCN=C=NCCCN(C)C.CCN(C(C)C)C(C)C. (4) Given the product [F:1][C:2]1[CH:45]=[CH:44][C:43]([F:46])=[CH:42][C:3]=1[CH2:4][N:5]1[CH:9]=[C:8]([C:10]2[C:18]3[C:13](=[N:14][CH:15]=[C:16]([C:19]4[CH:20]=[CH:21][C:22]([O:30][CH3:31])=[C:23]([NH:25][S:26]([CH3:29])(=[O:28])=[O:27])[CH:24]=4)[CH:17]=3)[NH:12][CH:11]=2)[CH:7]=[N:6]1, predict the reactants needed to synthesize it. The reactants are: [F:1][C:2]1[CH:45]=[CH:44][C:43]([F:46])=[CH:42][C:3]=1[CH2:4][N:5]1[CH:9]=[C:8]([C:10]2[C:18]3[C:13](=[N:14][CH:15]=[C:16]([C:19]4[CH:20]=[CH:21][C:22]([O:30][CH3:31])=[C:23]([NH:25][S:26]([CH3:29])(=[O:28])=[O:27])[CH:24]=4)[CH:17]=3)[N:12](S(C3C=CC(C)=CC=3)(=O)=O)[CH:11]=2)[CH:7]=[N:6]1.[OH-].[Li+]. (5) Given the product [C:17]12([C:15](=[O:16])[CH2:14][O:13][C:10]3[CH:9]=[CH:8][C:7]([CH2:6][C:5]([OH:27])=[O:4])=[CH:12][CH:11]=3)[CH2:18][CH:19]3[CH2:20][CH:21]([CH2:22][CH:23]([CH2:25]3)[CH2:24]1)[CH2:26]2, predict the reactants needed to synthesize it. The reactants are: [Li+].[OH-].C[O:4][C:5](=[O:27])[CH2:6][C:7]1[CH:12]=[CH:11][C:10]([O:13][CH2:14][C:15]([C:17]23[CH2:26][CH:21]4[CH2:22][CH:23]([CH2:25][CH:19]([CH2:20]4)[CH2:18]2)[CH2:24]3)=[O:16])=[CH:9][CH:8]=1. (6) The reactants are: [CH2:1]([C:8]1[NH:26][C:11]2=[N:12][CH:13]=[C:14]([CH2:16][CH2:17][CH2:18][CH2:19][C:20]3[S:24][C:23]([NH2:25])=[N:22][N:21]=3)[CH:15]=[C:10]2[N:9]=1)[C:2]1[CH:7]=[CH:6][CH:5]=[CH:4][CH:3]=1.[C:27]1([CH2:33][C:34](Cl)=[O:35])[CH:32]=[CH:31][CH:30]=[CH:29][CH:28]=1. Given the product [CH2:1]([C:8]1[NH:26][C:11]2=[N:12][CH:13]=[C:14]([CH2:16][CH2:17][CH2:18][CH2:19][C:20]3[S:24][C:23]([NH:25][C:34](=[O:35])[CH2:33][C:27]4[CH:32]=[CH:31][CH:30]=[CH:29][CH:28]=4)=[N:22][N:21]=3)[CH:15]=[C:10]2[N:9]=1)[C:2]1[CH:7]=[CH:6][CH:5]=[CH:4][CH:3]=1, predict the reactants needed to synthesize it. (7) Given the product [Cl:1][C:2]1[CH:7]=[CH:6][C:5]([C:8]2[CH:9]=[C:10]([C:11]([F:14])([F:13])[F:12])[N:20]3[N:21]=[CH:22][C:23]([C:24]#[N:25])=[C:19]3[N:18]=2)=[CH:4][C:3]=1[CH3:17], predict the reactants needed to synthesize it. The reactants are: [Cl:1][C:2]1[CH:7]=[CH:6][C:5]([C:8](=O)[CH2:9][C:10](=O)[C:11]([F:14])([F:13])[F:12])=[CH:4][C:3]=1[CH3:17].[NH2:18][C:19]1[C:23]([C:24]#[N:25])=[CH:22][NH:21][N:20]=1. (8) Given the product [CH3:14][C:10]1[CH:11]=[CH:12][CH:13]=[C:8]([CH2:7][CH2:6][O:5][C:15]2[CH:20]=[CH:19][CH:18]=[CH:17][CH:16]=2)[N:9]=1, predict the reactants needed to synthesize it. The reactants are: CS([O:5][CH2:6][CH2:7][C:8]1[CH:13]=[CH:12][CH:11]=[C:10]([CH3:14])[N:9]=1)(=O)=O.[C:15]1(O)[CH:20]=[CH:19][CH:18]=[CH:17][CH:16]=1.[OH-].[Na+].